Task: Regression. Given a peptide amino acid sequence and an MHC pseudo amino acid sequence, predict their binding affinity value. This is MHC class II binding data.. Dataset: Peptide-MHC class II binding affinity with 134,281 pairs from IEDB (1) The peptide sequence is GLSSEALKVQENARV. The MHC is DRB1_0101 with pseudo-sequence DRB1_0101. The binding affinity (normalized) is 0.548. (2) The peptide sequence is NIVVNVFNQLDQPLL. The MHC is HLA-DQA10501-DQB10301 with pseudo-sequence HLA-DQA10501-DQB10301. The binding affinity (normalized) is 0.0666. (3) The peptide sequence is YAIKTGHPRYFNQLS. The MHC is H-2-IAd with pseudo-sequence H-2-IAd. The binding affinity (normalized) is 0. (4) The peptide sequence is IQGNVTSIHSLLDEG. The MHC is DRB1_1501 with pseudo-sequence DRB1_1501. The binding affinity (normalized) is 0.452.